From a dataset of Forward reaction prediction with 1.9M reactions from USPTO patents (1976-2016). Predict the product of the given reaction. (1) Given the reactants [N+:1]([C:4]1[CH:9]=[CH:8][C:7]([N:10]=[C:11]=[S:12])=[CH:6][CH:5]=1)([O-:3])=[O:2].[NH2:13][C:14]([CH3:18])([CH3:17])[CH2:15][OH:16], predict the reaction product. The product is: [OH:16][CH2:15][C:14]([NH:13][C:11]([NH:10][C:7]1[CH:6]=[CH:5][C:4]([N+:1]([O-:3])=[O:2])=[CH:9][CH:8]=1)=[S:12])([CH3:18])[CH3:17]. (2) Given the reactants [F:1][C:2]([F:17])([F:16])[C:3]1[N:4]=[C:5]2[C:10]([C:11]([O:13]C)=[O:12])=[CH:9][CH:8]=[CH:7][N:6]2[CH:15]=1.[OH-].[Na+].Cl, predict the reaction product. The product is: [F:17][C:2]([F:1])([F:16])[C:3]1[N:4]=[C:5]2[C:10]([C:11]([OH:13])=[O:12])=[CH:9][CH:8]=[CH:7][N:6]2[CH:15]=1. (3) The product is: [Br:1][C:2]1[N:7]2[N:8]=[C:9]([O:11][CH3:12])[C:10]([NH2:13])=[C:6]2[CH:5]=[CH:4][CH:3]=1. Given the reactants [Br:1][C:2]1[N:7]2[N:8]=[C:9]([O:11][CH3:12])[CH:10]=[C:6]2[CH:5]=[CH:4][CH:3]=1.[N:13]([O-])=O.[Na+].C(O)C.O, predict the reaction product. (4) Given the reactants C(O[C:4]([CH:6]1[CH2:15][CH2:14][C:13]2[C:8](=[CH:9][CH:10]=[CH:11][CH:12]=2)[C:7]1=[O:16])=O)C.[CH2:17]([O:19][C:20](=[O:26])[CH2:21][CH2:22][CH2:23]CBr)C.[Na].C(=O)(O)[O-].[Na+], predict the reaction product. The product is: [CH3:17][O:19][C:20](=[O:26])[CH2:21][CH2:22][CH2:23][CH2:4][CH:6]1[CH2:15][CH2:14][C:13]2[C:8](=[CH:9][CH:10]=[CH:11][CH:12]=2)[C:7]1=[O:16].